Dataset: Catalyst prediction with 721,799 reactions and 888 catalyst types from USPTO. Task: Predict which catalyst facilitates the given reaction. (1) Reactant: [F:1][C:2]1[CH:3]=[C:4]2[C:8](=[CH:9][CH:10]=1)[NH:7][CH:6]=[C:5]2[CH2:11][CH2:12][CH2:13][C:14](OCC)=[O:15].[H-].[Al+3].[Li+].[H-].[H-].[H-]. The catalyst class is: 1. Product: [F:1][C:2]1[CH:3]=[C:4]2[C:8](=[CH:9][CH:10]=1)[NH:7][CH:6]=[C:5]2[CH2:11][CH2:12][CH2:13][CH2:14][OH:15]. (2) Reactant: [Cl:1][C:2]1[CH:3]=[C:4]([B:9]([C:11]2[CH:16]=[CH:15][C:14]([CH3:17])=[C:13]([Cl:18])[CH:12]=2)O)[CH:5]=[CH:6][C:7]=1[CH3:8].[NH2:19][CH2:20][CH2:21][SH:22]. Product: [Cl:1][C:2]1[CH:3]=[C:4]([B:9]([C:11]2[CH:16]=[CH:15][C:14]([CH3:17])=[C:13]([Cl:18])[CH:12]=2)[S:22][CH2:21][CH2:20][NH2:19])[CH:5]=[CH:6][C:7]=1[CH3:8]. The catalyst class is: 8. (3) Reactant: [CH2:1]([Sn:5]([CH2:12][CH2:13][CH2:14][CH3:15])([CH2:8][CH2:9][CH2:10][CH3:11])[C:6]#[CH:7])[CH2:2][CH2:3][CH3:4].Cl/[C:17](=[N:23]/[OH:24])/[C:18]([O:20][CH2:21][CH3:22])=[O:19]. Product: [CH2:12]([Sn:5]([CH2:8][CH2:9][CH2:10][CH3:11])([CH2:1][CH2:2][CH2:3][CH3:4])[C:6]1[O:24][N:23]=[C:17]([C:18]([O:20][CH2:21][CH3:22])=[O:19])[CH:7]=1)[CH2:13][CH2:14][CH3:15]. The catalyst class is: 27. (4) Reactant: [CH3:1][C:2]([NH:45]C(=O)OC(C)(C)C)([CH2:36][O:37][Si](C)(C)C(C)(C)C)[C:3](=[O:35])[NH:4][C@@H:5]([C:15]([N:17]1[CH2:34][CH2:33][CH2:32][C:19]2([C:23](=[O:24])[N:22]([CH3:25])[CH2:21][CH:20]2[C:26]2[CH:31]=[CH:30][CH:29]=[CH:28][CH:27]=2)[CH2:18]1)=[O:16])[CH2:6][O:7][CH2:8][C:9]1[CH:14]=[CH:13][CH:12]=[CH:11][CH:10]=1.CCOCC.O. Product: [NH2:45][C@@:2]([CH3:1])([CH2:36][OH:37])[C:3]([NH:4][C@H:5]([CH2:6][O:7][CH2:8][C:9]1[CH:10]=[CH:11][CH:12]=[CH:13][CH:14]=1)[C:15]([N:17]1[CH2:34][CH2:33][CH2:32][C:19]2([C:23](=[O:24])[N:22]([CH3:25])[CH2:21][CH:20]2[C:26]2[CH:31]=[CH:30][CH:29]=[CH:28][CH:27]=2)[CH2:18]1)=[O:16])=[O:35]. The catalyst class is: 473. (5) Reactant: [OH:1][C@H:2]1[CH2:6][CH2:5][N:4]([C:7]([O:9][C:10]([CH3:13])([CH3:12])[CH3:11])=[O:8])[CH2:3]1.CC(C)([O-])C.[K+].Cl[C:21]1[N:26]=[CH:25][CH:24]=[CH:23][N:22]=1. Product: [N:22]1[CH:23]=[CH:24][CH:25]=[N:26][C:21]=1[O:1][C@H:2]1[CH2:6][CH2:5][N:4]([C:7]([O:9][C:10]([CH3:13])([CH3:12])[CH3:11])=[O:8])[CH2:3]1. The catalyst class is: 1. (6) Reactant: [NH2:1][C:2]1[CH:7]=[CH:6][C:5]([C:8]2[C:16]3[C:15]([NH2:17])=[N:14][CH:13]=[N:12][C:11]=3[N:10]([CH:18]3[CH2:22][CH2:21][CH2:20][CH2:19]3)[CH:9]=2)=[CH:4][C:3]=1[O:23][CH3:24].N1C=CC=CC=1.[C:31]1([CH2:37][C:38](Cl)=[O:39])[CH:36]=[CH:35][CH:34]=[CH:33][CH:32]=1.C1(CS(Cl)(=O)=O)C=CC=CC=1. Product: [NH2:17][C:15]1[C:16]2[C:8]([C:5]3[CH:6]=[CH:7][C:2]([NH:1][C:38](=[O:39])[CH2:37][C:31]4[CH:36]=[CH:35][CH:34]=[CH:33][CH:32]=4)=[C:3]([O:23][CH3:24])[CH:4]=3)=[CH:9][N:10]([CH:18]3[CH2:22][CH2:21][CH2:20][CH2:19]3)[C:11]=2[N:12]=[CH:13][N:14]=1. The catalyst class is: 4.